From a dataset of Forward reaction prediction with 1.9M reactions from USPTO patents (1976-2016). Predict the product of the given reaction. (1) Given the reactants [NH2:1][C:2]1[CH:36]=[CH:35][C:5]([O:6][C:7]2[CH:12]=[CH:11][N:10]=[C:9]3[N:13](CC4C=CC(OC)=CC=4)[N:14]=[C:15]([NH:16][CH:17]4[CH2:22][CH2:21][N:20]([CH2:23][CH2:24][OH:25])[CH2:19][CH2:18]4)[C:8]=23)=[C:4]([F:37])[CH:3]=1.[F:38][C:39]1[CH:44]=[CH:43][C:42]([N:45]2[C:50](=[O:51])[C:49]([C:52](O)=[O:53])=[CH:48][CH:47]=[N:46]2)=[CH:41][CH:40]=1, predict the reaction product. The product is: [F:37][C:4]1[CH:3]=[C:2]([NH:1][C:52]([C:49]2[C:50](=[O:51])[N:45]([C:42]3[CH:43]=[CH:44][C:39]([F:38])=[CH:40][CH:41]=3)[N:46]=[CH:47][CH:48]=2)=[O:53])[CH:36]=[CH:35][C:5]=1[O:6][C:7]1[CH:12]=[CH:11][N:10]=[C:9]2[NH:13][N:14]=[C:15]([NH:16][CH:17]3[CH2:18][CH2:19][N:20]([CH2:23][CH2:24][OH:25])[CH2:21][CH2:22]3)[C:8]=12. (2) Given the reactants [CH2:1]=[CH:2][C:3]1[CH:8]=[CH:7][CH:6]=[CH:5][CH:4]=1.C([Li])CCC.C=CC=C.C([Mg]CCCC)CCC, predict the reaction product. The product is: [CH2:1]=[CH:2][CH:3]=[CH2:4].[CH2:1]=[CH:2][C:3]1[CH:8]=[CH:7][CH:6]=[CH:5][CH:4]=1. (3) Given the reactants [CH3:1][O:2][C:3](=[O:21])[CH2:4][C:5]([N:8]1[CH:12]=[C:11]([NH:13][C:14](=[O:20])[CH:15]([NH2:19])[CH2:16][CH2:17][CH3:18])[N:10]=[CH:9]1)([CH3:7])[CH3:6].[F:22][C:23]1[CH:24]=[C:25]2[C:30](=[C:31]([F:33])[CH:32]=1)[CH2:29][C:28](=O)[CH2:27][CH2:26]2, predict the reaction product. The product is: [CH3:1][O:2][C:3](=[O:21])[CH2:4][C:5]([N:8]1[CH:12]=[C:11]([NH:13][C:14](=[O:20])[CH:15]([NH:19][CH:28]2[CH2:27][CH2:26][C:25]3[C:30](=[C:31]([F:33])[CH:32]=[C:23]([F:22])[CH:24]=3)[CH2:29]2)[CH2:16][CH2:17][CH3:18])[N:10]=[CH:9]1)([CH3:6])[CH3:7]. (4) Given the reactants [Br:1][C:2]1[C:3]([F:12])=[C:4]2[C:10]([NH2:11])=[CH:9][NH:8][C:5]2=[N:6][CH:7]=1.[N:13]1[CH:18]=[CH:17][CH:16]=[N:15][C:14]=1[C:19](O)=[O:20].O=C1N(P(Cl)(N2CCOC2=O)=O)CCO1.C(N(CC)CC)C, predict the reaction product. The product is: [Br:1][C:2]1[C:3]([F:12])=[C:4]2[C:10]([NH:11][C:19]([C:14]3[N:15]=[CH:16][CH:17]=[CH:18][N:13]=3)=[O:20])=[CH:9][NH:8][C:5]2=[N:6][CH:7]=1. (5) Given the reactants [H-].[Na+].[C:3]([O:11][CH2:12][CH3:13])(=[O:10])[CH2:4][C:5]([O:7][CH2:8][CH3:9])=[O:6].F[C:15]1[CH:20]=[CH:19][C:18]([N+:21]([O-:23])=[O:22])=[C:17]([O:24][CH3:25])[CH:16]=1, predict the reaction product. The product is: [CH3:25][O:24][C:17]1[CH:16]=[C:15]([CH:4]([C:5]([O:7][CH2:8][CH3:9])=[O:6])[C:3]([O:11][CH2:12][CH3:13])=[O:10])[CH:20]=[CH:19][C:18]=1[N+:21]([O-:23])=[O:22]. (6) Given the reactants [NH2:1][C@H:2]([C:6]([OH:8])=[O:7])[CH2:3][CH2:4][OH:5].N12CCCN=C1CCCCC2.[Si:20](Cl)([C:23]([CH3:26])([CH3:25])[CH3:24])([CH3:22])[CH3:21], predict the reaction product. The product is: [Si:20]([O:7][C:6](=[O:8])[C@H:2]([CH2:3][CH2:4][OH:5])[NH2:1])([C:23]([CH3:26])([CH3:25])[CH3:24])([CH3:22])[CH3:21]. (7) Given the reactants [C:1]([Cl:9])(=[O:8])[C:2]1[CH:7]=[CH:6][CH:5]=[CH:4][CH:3]=1.N1C=CC=CC=1.[NH2:16][C:17]1[C:18]([Cl:39])=[CH:19][C:20]([F:38])=[C:21]([CH:37]=1)[NH:22][C:23]1[C:32]2[C:27](=[CH:28][C:29]([O:35][CH3:36])=[C:30]([O:33][CH3:34])[CH:31]=2)[N:26]=[CH:25][N:24]=1.CCCC(C)C, predict the reaction product. The product is: [ClH:9].[F:38][C:20]1[CH:19]=[C:18]([Cl:39])[C:17]([NH:16][C:1](=[O:8])[C:2]2[CH:7]=[CH:6][CH:5]=[CH:4][CH:3]=2)=[CH:37][C:21]=1[NH:22][C:23]1[C:32]2[C:27](=[CH:28][C:29]([O:35][CH3:36])=[C:30]([O:33][CH3:34])[CH:31]=2)[N:26]=[CH:25][N:24]=1. (8) Given the reactants [NH2:1][C:2]1[CH:3]=[C:4](Br)[CH:5]=[C:6]([C:8]([F:11])([F:10])[F:9])[CH:7]=1.[C:13]([C:15]1[CH:20]=[CH:19][C:18](B(O)O)=[CH:17][CH:16]=1)#[N:14], predict the reaction product. The product is: [NH2:1][C:2]1[CH:3]=[CH:4][C:5]([C:18]2[CH:19]=[CH:20][C:15]([C:13]#[N:14])=[CH:16][CH:17]=2)=[C:6]([C:8]([F:11])([F:10])[F:9])[CH:7]=1. (9) Given the reactants Cl.[F:2][C:3]([F:34])([F:33])[C:4]1[CH:28]=[C:27]([C:29]([F:32])([F:31])[F:30])[CH:26]=[CH:25][C:5]=1[CH2:6][N:7]1[CH2:12][CH2:11][CH:10](/[CH:13]=[C:14]2/[C:15]([NH:20][CH2:21][C:22](O)=[O:23])=[N:16][C:17](=[O:19])[S:18]/2)[CH2:9][CH2:8]1.C(N(C(C)C)C(C)C)C.[CH3:44][O:45][CH2:46][CH2:47][NH2:48].F[P-](F)(F)(F)(F)F.C(C(=NO[C+](N(C)C)N1CCOCC1)C(OCC)=O)#N, predict the reaction product. The product is: [F:34][C:3]([F:2])([F:33])[C:4]1[CH:28]=[C:27]([C:29]([F:31])([F:32])[F:30])[CH:26]=[CH:25][C:5]=1[CH2:6][N:7]1[CH2:12][CH2:11][CH:10](/[CH:13]=[C:14]2/[C:15]([NH:20][CH2:21][C:22]([NH:48][CH2:47][CH2:46][O:45][CH3:44])=[O:23])=[N:16][C:17](=[O:19])[S:18]/2)[CH2:9][CH2:8]1.